From a dataset of Full USPTO retrosynthesis dataset with 1.9M reactions from patents (1976-2016). Predict the reactants needed to synthesize the given product. (1) Given the product [CH3:8][O:7][C:5]([C:4]1[CH:9]=[CH:10][C:11]([CH3:13])=[CH:12][C:3]=1[CH2:1][N:17]1[CH2:16][CH2:15][N:14]([C:20]([O:22][C:23]([CH3:26])([CH3:25])[CH3:24])=[O:21])[CH2:19][CH2:18]1)=[O:6], predict the reactants needed to synthesize it. The reactants are: [CH:1]([C:3]1[CH:12]=[C:11]([CH3:13])[CH:10]=[CH:9][C:4]=1[C:5]([O:7][CH3:8])=[O:6])=O.[N:14]1([C:20]([O:22][C:23]([CH3:26])([CH3:25])[CH3:24])=[O:21])[CH2:19][CH2:18][NH:17][CH2:16][CH2:15]1.C(O[BH-](OC(=O)C)OC(=O)C)(=O)C.[Na+]. (2) Given the product [Br:1][C:2]1[CH:7]=[CH:6][C:5]([CH:8]2[N:12]([C:13]3[CH:18]=[CH:17][C:16]([F:19])=[CH:15][C:14]=3[F:20])[N:11]=[C:10]([C:21]([Cl:26])=[O:23])[CH2:9]2)=[CH:4][CH:3]=1, predict the reactants needed to synthesize it. The reactants are: [Br:1][C:2]1[CH:7]=[CH:6][C:5]([CH:8]2[N:12]([C:13]3[CH:18]=[CH:17][C:16]([F:19])=[CH:15][C:14]=3[F:20])[N:11]=[C:10]([C:21]([OH:23])=O)[CH2:9]2)=[CH:4][CH:3]=1.S(Cl)([Cl:26])=O. (3) Given the product [F:1][C:2]1[CH:3]=[CH:4][C:5]([O:23][CH3:24])=[C:6]([C@H:8]2[CH2:12][CH2:11][CH2:10][N:9]2[C:13]2[CH:18]=[CH:17][N:16]3[N:19]=[CH:20][C:21]([NH:22][C:39]([N:41]4[CH2:42][CH2:43][C@H:48]([OH:51])[CH2:45]4)=[O:40])=[C:15]3[N:14]=2)[CH:7]=1, predict the reactants needed to synthesize it. The reactants are: [F:1][C:2]1[CH:3]=[CH:4][C:5]([O:23][CH3:24])=[C:6]([C@H:8]2[CH2:12][CH2:11][CH2:10][N:9]2[C:13]2[CH:18]=[CH:17][N:16]3[N:19]=[CH:20][C:21]([NH2:22])=[C:15]3[N:14]=2)[CH:7]=1.CCN(C(C)C)C(C)C.C1N=CN([C:39]([N:41]2[CH:45]=N[CH:43]=[CH:42]2)=[O:40])C=1.N1CC[C@H:48]([OH:51])C1. (4) Given the product [O:8]=[S:7]1(=[O:9])[CH2:10][CH2:11][N:12]([C:13]2[CH:20]=[CH:19][C:16]([C:17]#[N:18])=[CH:15][CH:14]=2)[CH2:6][CH2:5]1, predict the reactants needed to synthesize it. The reactants are: [Cl-].[Cl-].[Cl-].[Al+3].[CH:5]([S:7]([CH:10]=[CH2:11])(=[O:9])=[O:8])=[CH2:6].[NH2:12][C:13]1[CH:20]=[CH:19][C:16]([C:17]#[N:18])=[CH:15][CH:14]=1. (5) Given the product [CH2:1]([NH:3][C:4]([NH:6][C:7]1[CH:12]=[CH:11][C:10]([C:13]2[N:14]=[C:15]([N:24]3[CH2:29][CH2:28][O:27][CH2:26][C@@H:25]3[CH3:30])[C:16]3[CH2:17][CH2:18][N:19]([S:47]([CH3:46])(=[O:49])=[O:48])[CH2:20][CH2:21][C:22]=3[N:23]=2)=[CH:9][CH:8]=1)=[O:5])[CH3:2], predict the reactants needed to synthesize it. The reactants are: [CH2:1]([NH:3][C:4]([NH:6][C:7]1[CH:12]=[CH:11][C:10]([C:13]2[N:14]=[C:15]([N:24]3[CH2:29][CH2:28][O:27][CH2:26][C@@H:25]3[CH3:30])[C:16]3[CH2:17][CH2:18][NH:19][CH2:20][CH2:21][C:22]=3[N:23]=2)=[CH:9][CH:8]=1)=[O:5])[CH3:2].O1CCOCC1.C(N(CC)C(C)C)(C)C.[CH3:46][S:47](Cl)(=[O:49])=[O:48]. (6) Given the product [CH3:22][S:19]([C:17]1[CH:16]=[CH:15][C:14]([O:23][C@@H:24]([CH3:29])[C:25]([F:27])([F:28])[F:26])=[C:13]([C:11]([N:6]2[C:7]3[C:3](=[C:2]([N:30]4[CH2:35][CH2:34][O:33][CH2:32][CH2:31]4)[CH:10]=[CH:9][CH:8]=3)[CH2:4][CH2:5]2)=[O:12])[CH:18]=1)(=[O:20])=[O:21], predict the reactants needed to synthesize it. The reactants are: Br[C:2]1[CH:10]=[CH:9][CH:8]=[C:7]2[C:3]=1[CH2:4][CH2:5][N:6]2[C:11]([C:13]1[CH:18]=[C:17]([S:19]([CH3:22])(=[O:21])=[O:20])[CH:16]=[CH:15][C:14]=1[O:23][C@@H:24]([CH3:29])[C:25]([F:28])([F:27])[F:26])=[O:12].[NH:30]1[CH2:35][CH2:34][O:33][CH2:32][CH2:31]1.C1C=CC(P(C2C(C3C(P(C4C=CC=CC=4)C4C=CC=CC=4)=CC=C4C=3C=CC=C4)=C3C(C=CC=C3)=CC=2)C2C=CC=CC=2)=CC=1. (7) Given the product [CH:44]1([C:2]2[CH:19]=[C:18]([N:20]3[CH2:25][CH2:24][N:23]([C:26]4[CH:31]=[CH:30][CH:29]=[CH:28][C:27]=4[CH3:32])[CH2:22][CH2:21]3)[C:17]([N+:33]([O-:35])=[O:34])=[CH:16][C:3]=2[C:4]([NH:6][CH2:7][CH2:8][CH2:9][N:10]2[CH2:14][CH2:13][CH2:12][C:11]2=[O:15])=[O:5])[CH2:46][CH2:45]1, predict the reactants needed to synthesize it. The reactants are: Cl[C:2]1[CH:19]=[C:18]([N:20]2[CH2:25][CH2:24][N:23]([C:26]3[CH:31]=[CH:30][CH:29]=[CH:28][C:27]=3[CH3:32])[CH2:22][CH2:21]2)[C:17]([N+:33]([O-:35])=[O:34])=[CH:16][C:3]=1[C:4]([NH:6][CH2:7][CH2:8][CH2:9][N:10]1[CH2:14][CH2:13][CH2:12][C:11]1=[O:15])=[O:5].[O-]P([O-])([O-])=O.[K+].[K+].[K+].[CH:44]1(B(O)O)[CH2:46][CH2:45]1.C1(P(C2CCCCC2)C2CCCCC2)CCCCC1.